This data is from Full USPTO retrosynthesis dataset with 1.9M reactions from patents (1976-2016). The task is: Predict the reactants needed to synthesize the given product. (1) Given the product [OH:2][C:3]1[C:11]([OH:12])=[C:10]([O:14][CH3:15])[CH:9]=[CH:8][C:4]=1[C:5]([OH:7])=[O:6], predict the reactants needed to synthesize it. The reactants are: C[O:2][C:3]1[C:11]([O:12]C)=[C:10]([O:14][CH3:15])[CH:9]=[CH:8][C:4]=1[C:5]([OH:7])=[O:6].I.[OH-].[Na+]. (2) Given the product [OH:15][C:8]1[C:9]2[C:10](=[N:11][CH:12]=[CH:13][CH:14]=2)[N:5]([CH2:4][CH2:3][CH:2]([CH3:1])[CH3:17])[C:6](=[O:16])[C:31]=1[C:26]1[NH:25][C:24]2[CH:37]=[CH:38][C:21]3[O:20][C:19]([CH3:18])=[N:39][C:22]=3[C:23]=2[S:28](=[O:30])(=[O:29])[N:27]=1, predict the reactants needed to synthesize it. The reactants are: [CH3:1][CH:2]([CH3:17])[CH2:3][CH2:4][N:5]1[C:10]2[N:11]=[CH:12][CH:13]=[CH:14][C:9]=2[C:8](=[O:15])O[C:6]1=[O:16].[CH3:18][C:19]1[O:20][C:21]2[CH:38]=[CH:37][C:24]3[NH:25][C:26]([CH2:31]C(OCC)=O)=[N:27][S:28](=[O:30])(=[O:29])[C:23]=3[C:22]=2[N:39]=1.[H-].[Na+].Cl. (3) Given the product [F:40][C:34]1[CH:35]=[C:36]([I:39])[CH:37]=[CH:38][C:33]=1[N:17]1[C:16]2[N:15]([CH3:41])[C:14](=[O:42])[C:13]([CH3:43])=[C:12]([NH:52][C:53]3[CH:54]=[C:55]([CH:59]=[CH:60][CH:61]=3)[C:56]([OH:58])=[O:57])[C:21]=2[C:20](=[O:22])[N:19]([CH2:23][C:24]2[CH:25]=[CH:26][C:27]([O:30][CH3:31])=[CH:28][CH:29]=2)[C:18]1=[O:32], predict the reactants needed to synthesize it. The reactants are: CC1C=CC(S(O[C:12]2[C:21]3[C:20](=[O:22])[N:19]([CH2:23][C:24]4[CH:29]=[CH:28][C:27]([O:30][CH3:31])=[CH:26][CH:25]=4)[C:18](=[O:32])[N:17]([C:33]4[CH:38]=[CH:37][C:36]([I:39])=[CH:35][C:34]=4[F:40])[C:16]=3[N:15]([CH3:41])[C:14](=[O:42])[C:13]=2[CH3:43])(=O)=O)=CC=1.N1C(C)=CC=CC=1C.[NH2:52][C:53]1[CH:54]=[C:55]([CH:59]=[CH:60][CH:61]=1)[C:56]([OH:58])=[O:57].O. (4) Given the product [S:8]1[C:4]2=[CH:5][N:6]=[CH:7][CH:2]=[C:3]2[CH:10]=[C:9]1[C:11]([O:13][CH3:14])=[O:12], predict the reactants needed to synthesize it. The reactants are: Br[C:2]1[CH:7]=[N:6][CH:5]=[C:4]2[S:8][C:9]([C:11]([O:13][CH3:14])=[O:12])=[CH:10][C:3]=12.C(N(CC)CC)C.C1COCC1.